Dataset: Full USPTO retrosynthesis dataset with 1.9M reactions from patents (1976-2016). Task: Predict the reactants needed to synthesize the given product. (1) Given the product [C:34]1([CH3:44])[CH:35]=[CH:36][C:37]([S:40]([OH:43])(=[O:41])=[O:42])=[CH:38][CH:39]=1.[OH:25][C:22]1[CH:23]=[CH:24][C:19]([N:12]2[CH2:11][CH2:10][CH:9]([O:8][C:7]3[CH:15]=[CH:16][C:4]([O:3][C:2]([F:1])([F:17])[F:18])=[CH:5][CH:6]=3)[CH2:14][CH2:13]2)=[CH:20][CH:21]=1, predict the reactants needed to synthesize it. The reactants are: [F:1][C:2]([F:18])([F:17])[O:3][C:4]1[CH:16]=[CH:15][C:7]([O:8][CH:9]2[CH2:14][CH2:13][NH:12][CH2:11][CH2:10]2)=[CH:6][CH:5]=1.[C:19]1(=O)[CH2:24][CH2:23][C:22](=[O:25])[CH2:21][CH2:20]1.C(N(CC)CC)C.[C:34]1([CH3:44])[CH:39]=[CH:38][C:37]([S:40]([OH:43])(=[O:42])=[O:41])=[CH:36][CH:35]=1. (2) Given the product [CH3:13][C:12]1([CH3:14])[O:9][CH2:8][C:3]([CH3:7])([C:4]([OH:6])=[O:5])[CH2:2][O:1]1, predict the reactants needed to synthesize it. The reactants are: [OH:1][CH2:2][C:3]([CH2:8][OH:9])([CH3:7])[C:4]([OH:6])=[O:5].CO[C:12](OC)([CH3:14])[CH3:13]. (3) Given the product [Br:20][C:21]1[CH:22]=[CH:23][C:24]([C:27]2([C:30]3[N:13]4[CH2:14][CH2:15][S:16][C:10]([CH2:9][O:8][Si:1]([C:4]([CH3:7])([CH3:6])[CH3:5])([CH3:3])[CH3:2])([CH3:19])[CH2:11][C:12]4=[N:33][N:32]=3)[CH2:29][CH2:28]2)=[CH:25][CH:26]=1, predict the reactants needed to synthesize it. The reactants are: [Si:1]([O:8][CH2:9][C:10]1([CH3:19])[S:16][CH2:15][CH2:14][N:13]=[C:12](SC)[CH2:11]1)([C:4]([CH3:7])([CH3:6])[CH3:5])([CH3:3])[CH3:2].[Br:20][C:21]1[CH:26]=[CH:25][C:24]([C:27]2([C:30]([NH:32][NH2:33])=O)[CH2:29][CH2:28]2)=[CH:23][CH:22]=1. (4) Given the product [CH3:31][C:19]1[CH:20]=[C:21]([N:24]2[C:28](=[O:29])[CH2:27][NH:26][C:25]2=[O:30])[CH:22]=[CH:23][C:18]=1[CH:1]=[CH2:2], predict the reactants needed to synthesize it. The reactants are: [CH:1]([B-](F)(F)F)=[CH2:2].[K+].C(N(C(C)C)C(C)C)C.Br[C:18]1[CH:23]=[CH:22][C:21]([N:24]2[C:28](=[O:29])[CH2:27][NH:26][C:25]2=[O:30])=[CH:20][C:19]=1[CH3:31].N#N. (5) Given the product [C:35]([O:39][C:40]([N:42]1[CH2:47][CH2:46][N:45]([C:19]2[S:20][C:16](=[CH:15][C:11]3[CH:10]=[C:9]4[C:14](=[CH:13][CH:12]=3)[N:6]([CH2:5][C:4]3[CH:25]=[CH:26][C:27]([C:29]([F:30])([F:31])[F:32])=[CH:28][C:3]=3[C:2]([F:1])([F:33])[F:34])[N:7]=[CH:8]4)[C:17](=[O:24])[N:18]=2)[CH2:44][CH:43]1[C:48](=[O:52])[NH:49][O:50][CH3:51])=[O:41])([CH3:38])([CH3:37])[CH3:36], predict the reactants needed to synthesize it. The reactants are: [F:1][C:2]([F:34])([F:33])[C:3]1[CH:28]=[C:27]([C:29]([F:32])([F:31])[F:30])[CH:26]=[CH:25][C:4]=1[CH2:5][N:6]1[C:14]2[C:9](=[CH:10][C:11]([CH:15]=[C:16]3[S:20][C:19](SCC)=[N:18][C:17]3=[O:24])=[CH:12][CH:13]=2)[CH:8]=[N:7]1.[C:35]([O:39][C:40]([N:42]1[CH2:47][CH2:46][NH:45][CH2:44][CH:43]1[C:48](=[O:52])[NH:49][O:50][CH3:51])=[O:41])([CH3:38])([CH3:37])[CH3:36]. (6) Given the product [CH2:8]([C:5]1[CH:6]=[CH:7][C:2]([B:11]([OH:14])[OH:12])=[CH:3][CH:4]=1)[CH3:9], predict the reactants needed to synthesize it. The reactants are: Br[C:2]1[CH:7]=[CH:6][C:5]([CH2:8][CH3:9])=[CH:4][CH:3]=1.[Mg].[B:11](OC)([O:14]C)[O:12]C. (7) Given the product [C:11]([O:15][C:16]([N:18]1[C@H:27]([CH:28]=[CH2:1])[CH2:26][C:25]2[C:20](=[CH:21][CH:22]=[CH:23][CH:24]=2)[CH2:19]1)=[O:17])([CH3:14])([CH3:13])[CH3:12], predict the reactants needed to synthesize it. The reactants are: [CH3:1][Si]([N-][Si](C)(C)C)(C)C.[K+].[C:11]([O:15][C:16]([N:18]1[C@H:27]([CH:28]=O)[CH2:26][C:25]2[C:20](=[CH:21][CH:22]=[CH:23][CH:24]=2)[CH2:19]1)=[O:17])([CH3:14])([CH3:13])[CH3:12].